This data is from Reaction yield outcomes from USPTO patents with 853,638 reactions. The task is: Predict the reaction yield, written as a fraction of the theoretical maximum amount of product (1.0 means a 100% yield; for example, 0.34 means a 34% yield). (1) The reactants are [C:1]1([S:7]([N:10]2[C:14]3[CH:15]=[N:16][C:17]([C:26]#[N:27])=[C:18]([O:19][CH:20]4[CH2:25][CH2:24][NH:23][CH2:22][CH2:21]4)[C:13]=3[C:12]3[CH:28]=[C:29]([Br:32])[CH:30]=[N:31][C:11]2=3)(=[O:9])=[O:8])[CH:6]=[CH:5][CH:4]=[CH:3][CH:2]=1.[CH:33]([S:35]([CH3:38])(=[O:37])=[O:36])=[CH2:34]. The catalyst is CO. The product is [C:1]1([S:7]([N:10]2[C:14]3[CH:15]=[N:16][C:17]([C:26]#[N:27])=[C:18]([O:19][CH:20]4[CH2:25][CH2:24][N:23]([CH2:34][CH2:33][S:35]([CH3:38])(=[O:37])=[O:36])[CH2:22][CH2:21]4)[C:13]=3[C:12]3[CH:28]=[C:29]([Br:32])[CH:30]=[N:31][C:11]2=3)(=[O:8])=[O:9])[CH:2]=[CH:3][CH:4]=[CH:5][CH:6]=1. The yield is 0.920. (2) The reactants are [CH3:1][C:2]1[N:3]=[CH:4][N:5](C(=O)C)[CH:6]=1.[CH3:10][Si:11]([CH2:14][CH2:15][O:16][CH2:17]Cl)([CH3:13])[CH3:12]. The catalyst is C(#N)C. The product is [CH3:1][C:2]1[N:3]([CH2:17][O:16][CH2:15][CH2:14][Si:11]([CH3:13])([CH3:12])[CH3:10])[CH:4]=[N:5][CH:6]=1. The yield is 0.610. (3) The reactants are [Li][CH2:2]CCC.[C:6]([C:9]1[CH:10]=[C:11]([CH:14]=[CH:15][CH:16]=1)[C:12]#[N:13])(=O)[CH3:7]. The catalyst is [Br-].C[P+](C1C=CC=CC=1)(C1C=CC=CC=1)C1C=CC=CC=1.C1COCC1. The product is [CH2:7]=[C:6]([C:9]1[CH:10]=[C:11]([CH:14]=[CH:15][CH:16]=1)[C:12]#[N:13])[CH3:2]. The yield is 0.860. (4) The reactants are [C:1]([CH2:4][N:5]1[C:9]2=[N:10][CH:11]=[CH:12][C:13]([Cl:14])=[C:8]2[C:7]([C:15]([OH:17])=O)=[CH:6]1)(=[O:3])[NH2:2].[F:18][C:19]1([F:27])[CH2:24][CH2:23][CH:22]([CH2:25][NH2:26])[CH2:21][CH2:20]1.C(Cl)CCl.N1(O)C2C=CC=CC=2N=N1. The catalyst is C1COCC1. The product is [F:18][C:19]1([F:27])[CH2:24][CH2:23][CH:22]([CH2:25][NH:26][C:15]([C:7]2[C:8]3[C:9](=[N:10][CH:11]=[CH:12][C:13]=3[Cl:14])[N:5]([CH2:4][C:1](=[O:3])[NH2:2])[CH:6]=2)=[O:17])[CH2:21][CH2:20]1. The yield is 0.213. (5) The reactants are [CH2:1]([N:8]1[CH2:17][C:16](=[O:18])[C:15]2[C:10](=[CH:11][C:12]([O:19][CH3:20])=[CH:13][CH:14]=2)[CH2:9]1)[C:2]1[CH:7]=[CH:6][CH:5]=[CH:4][CH:3]=1.[N-:21]=[N+]=[N-].[Na+].O.[OH-].[Na+]. The catalyst is CS(O)(=O)=O. The product is [CH2:1]([N:8]1[CH2:9][C:10]2[CH:11]=[C:12]([O:19][CH3:20])[CH:13]=[CH:14][C:15]=2[NH:21][C:16](=[O:18])[CH2:17]1)[C:2]1[CH:7]=[CH:6][CH:5]=[CH:4][CH:3]=1. The yield is 0.730. (6) The reactants are [BH4-].[Na+].[OH-].[Na+].[CH3:5][CH:6]([CH2:10][C:11](=[O:16])[CH2:12][CH:13]([CH3:15])[CH3:14])[C:7]([OH:9])=O. The yield is 0.760. The catalyst is CO. The product is [CH2:12]([CH:11]1[O:16][C:7](=[O:9])[CH:6]([CH3:5])[CH2:10]1)[CH:13]([CH3:14])[CH3:15]. (7) The reactants are [CH:1]1([CH2:6][CH:7]([C:16]2[CH:21]=[CH:20][C:19]([N+:22]([O-])=O)=[CH:18][CH:17]=2)[C:8]([NH:10][C:11]2[S:12][CH:13]=[CH:14][N:15]=2)=[O:9])[CH2:5][CH2:4][CH2:3][CH2:2]1. The yield is 0.914. The product is [NH2:22][C:19]1[CH:18]=[CH:17][C:16]([CH:7]([CH2:6][CH:1]2[CH2:5][CH2:4][CH2:3][CH2:2]2)[C:8]([NH:10][C:11]2[S:12][CH:13]=[CH:14][N:15]=2)=[O:9])=[CH:21][CH:20]=1. The catalyst is C(OCC)(=O)C.[Pd].